Dataset: Full USPTO retrosynthesis dataset with 1.9M reactions from patents (1976-2016). Task: Predict the reactants needed to synthesize the given product. Given the product [Cl:15][C:13]1[N:12]=[C:11]2[N:16]([CH:19]3[CH2:20][CH2:21][N:22]([CH2:25][C:61]4[CH:60]=[N:62][CH:63]=[CH:33][CH:34]=4)[CH2:23][CH2:24]3)[N:17]=[CH:18][C:10]2=[C:9]([N:3]2[CH2:2][CH:1]3[O:8][CH:5]([CH2:6][CH2:7]3)[CH2:4]2)[N:14]=1, predict the reactants needed to synthesize it. The reactants are: [CH:1]12[O:8][CH:5]([CH2:6][CH2:7]1)[CH2:4][N:3]([C:9]1[N:14]=[C:13]([Cl:15])[N:12]=[C:11]3[N:16]([CH:19]4[CH2:24][CH2:23][N:22]([C:25](OC(C)(C)C)=O)[CH2:21][CH2:20]4)[N:17]=[CH:18][C:10]=13)[CH2:2]2.F[C:33](F)(F)[C:34](O)=O.FC(F)(F)C([O-])=O.C(O[BH-](OC(=O)C)OC(=O)C)(=O)C.[Na+].[CH2:60]([N:62](CC)[CH2:63]C)[CH3:61].